Dataset: Reaction yield outcomes from USPTO patents with 853,638 reactions. Task: Predict the reaction yield, written as a fraction of the theoretical maximum amount of product (1.0 means a 100% yield; for example, 0.34 means a 34% yield). (1) The reactants are [C:1]([O:5][C:6]([NH:8][C@H:9]([CH2:16]OS(C1C=CC(C)=CC=1)(=O)=O)[CH2:10][CH2:11][C:12]([O:14][CH3:15])=[O:13])=[O:7])([CH3:4])([CH3:3])[CH3:2].[N-:28]=[N+:29]=[N-:30].[Na+]. The catalyst is CN(C=O)C. The product is [N:28]([CH2:16][C@@H:9]([NH:8][C:6]([O:5][C:1]([CH3:4])([CH3:3])[CH3:2])=[O:7])[CH2:10][CH2:11][C:12]([O:14][CH3:15])=[O:13])=[N+:29]=[N-:30]. The yield is 0.800. (2) The reactants are [F:1][CH:2]([F:37])[C:3]1[N:7]([C:8]2[N:13]=[C:12]([N:14]3[CH2:19][CH2:18][O:17][CH2:16][CH2:15]3)[N:11]=[C:10]([N:20]3[CH2:25][CH2:24][CH:23]([NH:26][S:27]([CH3:30])(=[O:29])=[O:28])[CH2:22][CH2:21]3)[N:9]=2)[C:6]2[CH:31]=[CH:32][CH:33]=[C:34]([O:35][CH3:36])[C:5]=2[N:4]=1.C([O-])([O-])=O.[K+].[K+].Br[CH2:45][CH2:46][CH2:47][OH:48]. The catalyst is CN(C=O)C.O. The product is [F:37][CH:2]([F:1])[C:3]1[N:7]([C:8]2[N:13]=[C:12]([N:14]3[CH2:15][CH2:16][O:17][CH2:18][CH2:19]3)[N:11]=[C:10]([N:20]3[CH2:21][CH2:22][CH:23]([N:26]([CH2:45][CH2:46][CH2:47][OH:48])[S:27]([CH3:30])(=[O:29])=[O:28])[CH2:24][CH2:25]3)[N:9]=2)[C:6]2[CH:31]=[CH:32][CH:33]=[C:34]([O:35][CH3:36])[C:5]=2[N:4]=1. The yield is 0.490.